Dataset: Forward reaction prediction with 1.9M reactions from USPTO patents (1976-2016). Task: Predict the product of the given reaction. (1) Given the reactants C[O:2][C:3]([C:5]1([C:8]2[CH:13]=[CH:12][C:11]([C:14]3[CH:19]=[CH:18][C:17]([N:20]4[C:24]([NH:25][C:26]([O:28][C@H:29]5[C:37]6[C:32](=[CH:33][CH:34]=[CH:35][CH:36]=6)[CH2:31][CH2:30]5)=[O:27])=[C:23]([CH3:38])[N:22]=[N:21]4)=[CH:16][CH:15]=3)=[CH:10][CH:9]=2)[CH2:7][CH2:6]1)=[O:4].C1COCC1.[Li+].[OH-].Cl, predict the reaction product. The product is: [C@H:29]1([O:28][C:26]([NH:25][C:24]2[N:20]([C:17]3[CH:18]=[CH:19][C:14]([C:11]4[CH:10]=[CH:9][C:8]([C:5]5([C:3]([OH:4])=[O:2])[CH2:7][CH2:6]5)=[CH:13][CH:12]=4)=[CH:15][CH:16]=3)[N:21]=[N:22][C:23]=2[CH3:38])=[O:27])[C:37]2[C:32](=[CH:33][CH:34]=[CH:35][CH:36]=2)[CH2:31][CH2:30]1. (2) Given the reactants [Br:1][C:2]1[CH:6]=[CH:5][S:4][C:3]=1[C:7]([NH2:9])=O.COC(OC)[N:13]([CH3:15])C.C1(C)C=CC=CC=1.C(O)(=O)C.[NH2:29]N, predict the reaction product. The product is: [Br:1][C:2]1[CH:6]=[CH:5][S:4][C:3]=1[C:7]1[NH:9][CH:15]=[N:13][N:29]=1. (3) Given the reactants [CH3:1][C:2]1[CH:9]=[CH:8][C:5]([CH:6]=O)=[CH:4][CH:3]=1.[C:10]([O:18]C)(=[O:17])[CH2:11][CH2:12][C:13]([O:15]C)=O.CC(C)([O-])C.[K+].O, predict the reaction product. The product is: [OH:15][C:13]1[C:9]2[C:2](=[CH:3][CH:4]=[C:5]([CH3:6])[CH:8]=2)[CH:1]=[C:11]([C:10]([OH:18])=[O:17])[CH:12]=1. (4) Given the reactants [Cl:1][C:2]1[CH:7]=[CH:6][C:5]([NH:8][C:9](=[O:11])[CH3:10])=[C:4](F)[CH:3]=1.[Li]CCCC.FC(F)(F)C[I:21].[ClH:24], predict the reaction product. The product is: [Cl:24][C:6]1[C:7]([I:21])=[C:2]([Cl:1])[CH:3]=[CH:4][C:5]=1[NH:8][C:9](=[O:11])[CH3:10]. (5) Given the reactants [Br:1][C:2]1[CH:7]=[CH:6][C:5]([CH:8]2[C:13]3[N:14]=[C:15]([Cl:19])[N:16]=[C:17](Cl)[C:12]=3[CH2:11][O:10][CH2:9]2)=[CH:4][CH:3]=1.Cl.[CH3:21][NH2:22], predict the reaction product. The product is: [Br:1][C:2]1[CH:7]=[CH:6][C:5]([CH:8]2[C:13]3[N:14]=[C:15]([Cl:19])[N:16]=[C:17]([NH:22][CH3:21])[C:12]=3[CH2:11][O:10][CH2:9]2)=[CH:4][CH:3]=1.